This data is from Forward reaction prediction with 1.9M reactions from USPTO patents (1976-2016). The task is: Predict the product of the given reaction. (1) Given the reactants [Cl:1][C:2]1[N:3]=[C:4]([Cl:12])[C:5]2[CH:10]=[CH:9][N:8]([CH3:11])[C:6]=2[N:7]=1.C1C(=O)N([Br:20])C(=O)C1, predict the reaction product. The product is: [Br:20][C:10]1[C:5]2[C:4]([Cl:12])=[N:3][C:2]([Cl:1])=[N:7][C:6]=2[N:8]([CH3:11])[CH:9]=1. (2) Given the reactants [F:1][C:2]1[CH:3]=[C:4]([CH:16]=[CH:17][C:18]=1[C:19]([F:22])([F:21])[F:20])[C:5]([NH:7][CH2:8][CH2:9][C:10]1[CH:15]=[CH:14][CH:13]=[CH:12][CH:11]=1)=O.O=P12OP3(OP(OP(O3)(O1)=O)(=O)O2)=O.P(Cl)(Cl)(Cl)=O, predict the reaction product. The product is: [F:1][C:2]1[CH:3]=[C:4]([C:5]2[C:15]3[C:10](=[CH:11][CH:12]=[CH:13][CH:14]=3)[CH2:9][CH2:8][N:7]=2)[CH:16]=[CH:17][C:18]=1[C:19]([F:22])([F:21])[F:20]. (3) Given the reactants [CH2:1]([O:4][C:5]1[C:13]([O:14][CH3:15])=[C:12]([N+:16]([O-:18])=[O:17])[CH:11]=[CH:10][C:6]=1[C:7]([OH:9])=[O:8])[CH:2]=[CH2:3].C([O-])([O-])=O.[K+].[K+].[CH2:25](I)[CH:26]=[CH2:27].CCOC(C)=O, predict the reaction product. The product is: [CH2:1]([O:4][C:5]1[C:13]([O:14][CH3:15])=[C:12]([N+:16]([O-:18])=[O:17])[CH:11]=[CH:10][C:6]=1[C:7]([O:9][CH2:27][CH:26]=[CH2:25])=[O:8])[CH:2]=[CH2:3]. (4) Given the reactants [CH3:1][N:2]1[C:10]2[C:9]([O:11][C:12]3[CH:18]=[CH:17][C:15]([NH2:16])=[CH:14][CH:13]=3)=[N:8][CH:7]=[N:6][C:5]=2[CH:4]=[CH:3]1.[CH3:19][N:20](C)[CH:21]=[O:22].NC1[CH:29]=[C:28]([CH3:30])[O:27][N:26]=1, predict the reaction product. The product is: [CH3:30][C:28]1[O:27][N:26]=[C:19]([NH:20][C:21]([NH:16][C:15]2[CH:17]=[CH:18][C:12]([O:11][C:9]3[C:10]4[N:2]([CH3:1])[CH:3]=[CH:4][C:5]=4[N:6]=[CH:7][N:8]=3)=[CH:13][CH:14]=2)=[O:22])[CH:29]=1.